From a dataset of Reaction yield outcomes from USPTO patents with 853,638 reactions. Predict the reaction yield, written as a fraction of the theoretical maximum amount of product (1.0 means a 100% yield; for example, 0.34 means a 34% yield). (1) The reactants are [CH2:1]([N:8]1[CH2:17][CH2:16][C:15]2[N:14]=[C:13](Cl)[CH:12]=[CH:11][C:10]=2[CH2:9]1)[C:2]1[CH:7]=[CH:6][CH:5]=[CH:4][CH:3]=1.[CH2:19]([NH2:23])[CH:20]([CH3:22])[CH3:21].CC(C)([O-])C.[Na+].C1(C)C=CC=CC=1. The catalyst is C([O-])(=O)C.[Pd+2].C([O-])(=O)C.O. The product is [CH2:1]([N:8]1[CH2:17][CH2:16][C:15]2[N:14]=[C:13]([NH:23][CH2:19][CH:20]([CH3:22])[CH3:21])[CH:12]=[CH:11][C:10]=2[CH2:9]1)[C:2]1[CH:7]=[CH:6][CH:5]=[CH:4][CH:3]=1. The yield is 0.800. (2) The reactants are [Cl:1][C:2]1[CH:9]=[CH:8][C:5]([CH2:6]Cl)=[CH:4][CH:3]=1.[OH:10][C:11]1[CH:12]=[C:13]([CH:16]=[CH:17][C:18]=1[O:19][CH2:20][C:21]1[CH:26]=[CH:25][C:24]([O:27][CH3:28])=[CH:23][CH:22]=1)[CH:14]=[O:15].C(=O)([O-])[O-].[K+].[K+]. The catalyst is [I-].C([N+](CCCC)(CCCC)CCCC)CCC.CC(C)=O. The product is [Cl:1][C:2]1[CH:9]=[CH:8][C:5]([CH2:6][O:10][C:11]2[CH:12]=[C:13]([CH:16]=[CH:17][C:18]=2[O:19][CH2:20][C:21]2[CH:26]=[CH:25][C:24]([O:27][CH3:28])=[CH:23][CH:22]=2)[CH:14]=[O:15])=[CH:4][CH:3]=1. The yield is 0.730. (3) The catalyst is O1CCCC1.[Cl-].[NH4+]. The product is [CH2:5]([O:6][CH2:7][C:8]1[CH:13]=[CH:12][C:11]([N:14]2[CH:18]=[CH:17][C:16]([CH:19]([C:21]3[CH:33]=[CH:32][C:24]4[N:25]([CH2:29][O:30][CH3:31])[C:26](=[O:28])[S:27][C:23]=4[CH:22]=3)[CH3:20])=[N:15]2)=[N:10][CH:9]=1)[C:4]([CH3:36])=[O:34]. The yield is 0.690. The reactants are CON(C)[C:4](=[O:34])[CH2:5][O:6][CH2:7][C:8]1[CH:9]=[N:10][C:11]([N:14]2[CH:18]=[CH:17][C:16]([CH:19]([C:21]3[CH:33]=[CH:32][C:24]4[N:25]([CH2:29][O:30][CH3:31])[C:26](=[O:28])[S:27][C:23]=4[CH:22]=3)[CH3:20])=[N:15]2)=[CH:12][CH:13]=1.[CH3:36][Mg]Br.